From a dataset of NCI-60 drug combinations with 297,098 pairs across 59 cell lines. Regression. Given two drug SMILES strings and cell line genomic features, predict the synergy score measuring deviation from expected non-interaction effect. (1) Drug 1: CCCS(=O)(=O)NC1=C(C(=C(C=C1)F)C(=O)C2=CNC3=C2C=C(C=N3)C4=CC=C(C=C4)Cl)F. Drug 2: CN(C(=O)NC(C=O)C(C(C(CO)O)O)O)N=O. Cell line: HCC-2998. Synergy scores: CSS=-17.3, Synergy_ZIP=6.60, Synergy_Bliss=-4.84, Synergy_Loewe=-16.8, Synergy_HSA=-16.6. (2) Cell line: RPMI-8226. Drug 1: CCCS(=O)(=O)NC1=C(C(=C(C=C1)F)C(=O)C2=CNC3=C2C=C(C=N3)C4=CC=C(C=C4)Cl)F. Drug 2: C1=CN(C(=O)N=C1N)C2C(C(C(O2)CO)O)O.Cl. Synergy scores: CSS=0.248, Synergy_ZIP=1.54, Synergy_Bliss=7.08, Synergy_Loewe=2.38, Synergy_HSA=0.616. (3) Drug 1: C1CN1C2=NC(=NC(=N2)N3CC3)N4CC4. Drug 2: CC1C(C(CC(O1)OC2CC(CC3=C2C(=C4C(=C3O)C(=O)C5=C(C4=O)C(=CC=C5)OC)O)(C(=O)CO)O)N)O.Cl. Cell line: UACC-257. Synergy scores: CSS=39.6, Synergy_ZIP=-4.34, Synergy_Bliss=0.338, Synergy_Loewe=3.09, Synergy_HSA=3.52. (4) Drug 1: C1C(C(OC1N2C=C(C(=O)NC2=O)F)CO)O. Drug 2: C1CNP(=O)(OC1)N(CCCl)CCCl. Cell line: 786-0. Synergy scores: CSS=7.70, Synergy_ZIP=-3.82, Synergy_Bliss=0.376, Synergy_Loewe=-17.5, Synergy_HSA=-0.902. (5) Drug 1: C1=CN(C(=O)N=C1N)C2C(C(C(O2)CO)O)O.Cl. Drug 2: C1C(C(OC1N2C=NC3=C(N=C(N=C32)Cl)N)CO)O. Cell line: NCI-H460. Synergy scores: CSS=20.9, Synergy_ZIP=3.09, Synergy_Bliss=5.66, Synergy_Loewe=-0.821, Synergy_HSA=6.49.